This data is from NCI-60 drug combinations with 297,098 pairs across 59 cell lines. The task is: Regression. Given two drug SMILES strings and cell line genomic features, predict the synergy score measuring deviation from expected non-interaction effect. Drug 1: CC1=C2C(C(=O)C3(C(CC4C(C3C(C(C2(C)C)(CC1OC(=O)C(C(C5=CC=CC=C5)NC(=O)C6=CC=CC=C6)O)O)OC(=O)C7=CC=CC=C7)(CO4)OC(=O)C)O)C)OC(=O)C. Drug 2: CN(CC1=CN=C2C(=N1)C(=NC(=N2)N)N)C3=CC=C(C=C3)C(=O)NC(CCC(=O)O)C(=O)O. Cell line: SF-268. Synergy scores: CSS=10.9, Synergy_ZIP=1.73, Synergy_Bliss=0.496, Synergy_Loewe=-16.1, Synergy_HSA=-1.08.